Dataset: Catalyst prediction with 721,799 reactions and 888 catalyst types from USPTO. Task: Predict which catalyst facilitates the given reaction. (1) Reactant: [Si:1]([O:8][CH2:9][C@H:10]1[CH2:19][C:18]2[C:13](=[CH:14][CH:15]=[CH:16][C:17]=2/[CH:20]=[CH:21]/[C:22]([O:24][CH2:25][CH3:26])=[O:23])[C@H:12]([CH3:27])[N:11]1[C:28]([O:30][C:31]([CH3:34])([CH3:33])[CH3:32])=[O:29])([C:4]([CH3:7])([CH3:6])[CH3:5])([CH3:3])[CH3:2]. Product: [Si:1]([O:8][CH2:9][C@H:10]1[CH2:19][C:18]2[C:13](=[CH:14][CH:15]=[CH:16][C:17]=2[CH2:20][CH2:21][C:22]([O:24][CH2:25][CH3:26])=[O:23])[C@H:12]([CH3:27])[N:11]1[C:28]([O:30][C:31]([CH3:33])([CH3:32])[CH3:34])=[O:29])([C:4]([CH3:7])([CH3:5])[CH3:6])([CH3:3])[CH3:2]. The catalyst class is: 63. (2) Reactant: CN(C(ON1N=NC2C=CC=NC1=2)=[N+](C)C)C.F[P-](F)(F)(F)(F)F.[CH:25]1([N:30]2[CH2:40][C:39]([CH3:42])([CH3:41])[C:38](=[O:43])[N:37]([CH3:44])[C:36]3[C:31]2=[N:32][C:33]([NH:45][C:46]2[CH:54]=[CH:53][C:49]([C:50]([OH:52])=O)=[CH:48][C:47]=2[O:55][CH3:56])=[N:34][CH:35]=3)[CH2:29][CH2:28][CH2:27][CH2:26]1.CCN(C(C)C)C(C)C.NC1C=CC(C([NH:73][CH:74]2[CH2:79][CH2:78][N:77]([CH3:80])[CH2:76][CH2:75]2)=O)=CC=1OC. Product: [CH:25]1([N:30]2[CH2:40][C:39]([CH3:42])([CH3:41])[C:38](=[O:43])[N:37]([CH3:44])[C:36]3[C:31]2=[N:32][C:33]([NH:45][C:46]2[CH:54]=[CH:53][C:49]([C:50]([NH:73][CH:74]4[CH2:79][CH2:78][N:77]([CH3:80])[CH2:76][CH2:75]4)=[O:52])=[CH:48][C:47]=2[O:55][CH3:56])=[N:34][CH:35]=3)[CH2:29][CH2:28][CH2:27][CH2:26]1. The catalyst class is: 44. (3) Reactant: CN(C=O)C.C(Cl)(=O)C(Cl)=O.[O:12]=[C:13]([N:21]1[CH2:25][CH2:24][CH2:23][C@H:22]1[C:26]([NH2:28])=O)[C:14](=[O:20])[C:15]([CH3:19])([CH3:18])[CH2:16][CH3:17].N1C=CC=CC=1. Product: [O:12]=[C:13]([N:21]1[CH2:25][CH2:24][CH2:23][C@H:22]1[C:26]#[N:28])[C:14](=[O:20])[C:15]([CH3:18])([CH3:19])[CH2:16][CH3:17]. The catalyst class is: 47.